From a dataset of Forward reaction prediction with 1.9M reactions from USPTO patents (1976-2016). Predict the product of the given reaction. (1) Given the reactants [CH3:1][C:2]1[CH:7]=[CH:6][CH:5]=[CH:4][C:3]=1[C:8]1[C:13]2[CH2:14][CH:15]([CH2:17][NH2:18])[O:16][C:12]=2[CH:11]=[CH:10][CH:9]=1.C(N(C(C)C)CC)(C)C.Cl[C:29]([O:31][CH2:32][C:33]1[CH:38]=[CH:37][CH:36]=[CH:35][CH:34]=1)=[O:30], predict the reaction product. The product is: [CH2:32]([O:31][C:29](=[O:30])[NH:18][CH2:17][CH:15]1[CH2:14][C:13]2[C:8]([C:3]3[CH:4]=[CH:5][CH:6]=[CH:7][C:2]=3[CH3:1])=[CH:9][CH:10]=[CH:11][C:12]=2[O:16]1)[C:33]1[CH:38]=[CH:37][CH:36]=[CH:35][CH:34]=1. (2) Given the reactants [C:1]1(B(O)O)[CH:6]=[CH:5][CH:4]=[CH:3][CH:2]=1.Br[C:11]1[S:19][C:18]2[C:13](=[N:14][CH:15]=[CH:16][C:17]=2[NH:20][C:21]2[CH:22]=[C:23]3[C:27](=[CH:28][CH:29]=2)[NH:26][C:25]([CH3:30])=[CH:24]3)[CH:12]=1, predict the reaction product. The product is: [CH3:30][C:25]1[NH:26][C:27]2[C:23]([CH:24]=1)=[CH:22][C:21]([NH:20][C:17]1[CH:16]=[CH:15][N:14]=[C:13]3[CH:12]=[C:11]([C:1]4[CH:6]=[CH:5][CH:4]=[CH:3][CH:2]=4)[S:19][C:18]=13)=[CH:29][CH:28]=2. (3) Given the reactants [C:1]([O:5][C:6]([NH:8][CH:9]([C:13]([O:15][CH2:16][CH3:17])=[O:14])[C:10]([OH:12])=O)=[O:7])([CH3:4])([CH3:3])[CH3:2].CCN(C(C)C)C(C)C.[NH2:27][C@@H:28]([CH2:42][C:43]1[CH:48]=[CH:47][C:46]([C:49]([F:52])([F:51])[F:50])=[CH:45][CH:44]=1)[C:29]([NH:31][C:32]1[CH:33]=[N:34][C:35]2[C:40]([CH:41]=1)=[CH:39][CH:38]=[CH:37][CH:36]=2)=[O:30].CN(C(ON1N=NC2C=CC=CC1=2)=[N+](C)C)C.[B-](F)(F)(F)F, predict the reaction product. The product is: [C:1]([O:5][C:6]([NH:8][CH:9]([C:10](=[O:12])[NH:27][C@H:28]([C:29](=[O:30])[NH:31][C:32]1[CH:33]=[N:34][C:35]2[C:40]([CH:41]=1)=[CH:39][CH:38]=[CH:37][CH:36]=2)[CH2:42][C:43]1[CH:48]=[CH:47][C:46]([C:49]([F:52])([F:51])[F:50])=[CH:45][CH:44]=1)[C:13]([O:15][CH2:16][CH3:17])=[O:14])=[O:7])([CH3:2])([CH3:3])[CH3:4]. (4) Given the reactants [NH:1]1[C:9]2[C:4](=[CH:5][CH:6]=[CH:7][CH:8]=2)[C:3]([CH:10]=[O:11])=[CH:2]1.[H-].[Na+].Cl[C:15]([O:17][CH2:18][CH3:19])=[O:16], predict the reaction product. The product is: [CH:10]([C:3]1[C:4]2[C:9](=[CH:8][CH:7]=[CH:6][CH:5]=2)[N:1]([C:15]([O:17][CH2:18][CH3:19])=[O:16])[CH:2]=1)=[O:11]. (5) Given the reactants [Cl:1][C:2]1[CH:3]=[C:4]2[C:8](=[CH:9][CH:10]=1)[NH:7][CH:6]=[C:5]2[CH2:11][N:12]1[C:20]([C:21]2[N:25]([CH3:26])[CH:24]=[C:23]([C:27]([OH:29])=O)[CH:22]=2)=[C:19]2[C:14]([N:15]([CH2:33][CH:34]([CH3:36])[CH3:35])[C:16](=[O:32])[N:17]([CH3:31])[C:18]2=[O:30])=[N:13]1.Cl.[O:38]([NH2:40])[CH3:39].C(P(=O)(OCC)OCC)#N, predict the reaction product. The product is: [Cl:1][C:2]1[CH:3]=[C:4]2[C:8](=[CH:9][CH:10]=1)[NH:7][CH:6]=[C:5]2[CH2:11][N:12]1[C:20]([C:21]2[N:25]([CH3:26])[CH:24]=[C:23]([C:27]([NH:40][O:38][CH3:39])=[O:29])[CH:22]=2)=[C:19]2[C:14]([N:15]([CH2:33][CH:34]([CH3:35])[CH3:36])[C:16](=[O:32])[N:17]([CH3:31])[C:18]2=[O:30])=[N:13]1.